The task is: Predict the product of the given reaction.. This data is from Forward reaction prediction with 1.9M reactions from USPTO patents (1976-2016). (1) Given the reactants C(O)(C(F)(F)F)=O.[NH2:8][C@H:9]([CH3:14])[C:10]([CH3:13])([OH:12])[CH3:11].[F:15][C:16]1[CH:17]=[C:18]([CH:30]=[CH:31][CH:32]=1)[CH2:19][O:20][C:21]1[CH:29]=[CH:28][C:24]([C:25](O)=[O:26])=[CH:23][N:22]=1.CN(C(ON1N=NC2C=CC=NC1=2)=[N+](C)C)C.F[P-](F)(F)(F)(F)F.C(N(CC)C(C)C)(C)C, predict the reaction product. The product is: [F:15][C:16]1[CH:17]=[C:18]([CH:30]=[CH:31][CH:32]=1)[CH2:19][O:20][C:21]1[CH:29]=[CH:28][C:24]([C:25]([NH:8][C@@H:9]([C:10]([OH:12])([CH3:13])[CH3:11])[CH3:14])=[O:26])=[CH:23][N:22]=1. (2) Given the reactants [Cl:1][C:2]1[C:3]2[N:4]([C:8]([CH:27]3[CH2:30][CH2:29][CH2:28]3)=[N:9][C:10]=2[C:11]2[CH:20]=[C:19]3[C:14]([CH:15]=[CH:16][C:17]([C:21]4[CH:26]=[CH:25][CH:24]=[CH:23][CH:22]=4)=[N:18]3)=[CH:13][CH:12]=2)[CH:5]=[CH:6][N:7]=1.C1C=C(Cl)C=C(C(OO)=[O:39])C=1, predict the reaction product. The product is: [Cl:1][C:2]1[C:3]2[N:4]([C:8]([CH:27]3[CH2:30][CH2:29][CH2:28]3)=[N:9][C:10]=2[C:11]2[CH:20]=[C:19]3[C:14]([CH:15]=[CH:16][C:17]([C:21]4[CH:26]=[CH:25][CH:24]=[CH:23][CH:22]=4)=[N+:18]3[O-:39])=[CH:13][CH:12]=2)[CH:5]=[CH:6][N:7]=1. (3) Given the reactants Cl.[NH2:2][C:3]1[CH:9]=[CH:8][C:6]([OH:7])=[CH:5][C:4]=1[OH:10].[Cl:11][C:12]1[CH:13]=[C:14]([CH:18]=[CH:19][C:20]=1[O:21][CH2:22][CH:23]1[CH2:25][CH2:24]1)[C:15](O)=O.C(N(C(C)C)CC)(C)C.CN(C(ON1N=NC2C=CC=NC1=2)=[N+](C)C)C.F[P-](F)(F)(F)(F)F, predict the reaction product. The product is: [Cl:11][C:12]1[CH:13]=[C:14]([C:15]2[O:10][C:4]3[CH:5]=[C:6]([OH:7])[CH:8]=[CH:9][C:3]=3[N:2]=2)[CH:18]=[CH:19][C:20]=1[O:21][CH2:22][CH:23]1[CH2:24][CH2:25]1. (4) Given the reactants [CH:1]1([C:7]2([CH2:20]OS(C)(=O)=O)[CH2:12][CH2:11][N:10]([C:13]([O:15][C:16]([CH3:19])([CH3:18])[CH3:17])=[O:14])[CH2:9][CH2:8]2)[CH2:6][CH2:5][CH2:4][CH2:3][CH2:2]1.[NH:26]1[CH:30]=[N:29][CH:28]=[N:27]1.[Na], predict the reaction product. The product is: [CH:1]1([C:7]2([CH2:20][N:26]3[CH:30]=[N:29][CH:28]=[N:27]3)[CH2:12][CH2:11][N:10]([C:13]([O:15][C:16]([CH3:19])([CH3:18])[CH3:17])=[O:14])[CH2:9][CH2:8]2)[CH2:6][CH2:5][CH2:4][CH2:3][CH2:2]1. (5) Given the reactants [N:1]1([CH2:7][CH2:8][NH2:9])[CH2:6][CH2:5][CH2:4][CH2:3][CH2:2]1.C1C=CC2N(O)N=NC=2C=1.CCN=C=NCCCN(C)C.Cl.[C:32]1([C:49]2[CH:54]=[CH:53][CH:52]=[CH:51][CH:50]=2)[CH:37]=[CH:36][C:35]([C:38]([NH:40][C:41]2[CH:45]=[CH:44][S:43][C:42]=2[C:46](O)=[O:47])=[O:39])=[CH:34][CH:33]=1, predict the reaction product. The product is: [C:32]1([C:49]2[CH:54]=[CH:53][CH:52]=[CH:51][CH:50]=2)[CH:33]=[CH:34][C:35]([C:38]([NH:40][C:41]2[CH:45]=[CH:44][S:43][C:42]=2[C:46]([NH:9][CH2:8][CH2:7][N:1]2[CH2:6][CH2:5][CH2:4][CH2:3][CH2:2]2)=[O:47])=[O:39])=[CH:36][CH:37]=1. (6) Given the reactants [H-].[Na+].[CH2:3]([N:10]1[CH2:23][CH2:22][C:13]2([C:21]3[C:16](=[N:17][CH:18]=[CH:19][CH:20]=3)[NH:15][CH2:14]2)[CH2:12][CH2:11]1)[C:4]1[CH:9]=[CH:8][CH:7]=[CH:6][CH:5]=1.I[CH3:25], predict the reaction product. The product is: [CH2:3]([N:10]1[CH2:23][CH2:22][C:13]2([C:21]3[C:16](=[N:17][CH:18]=[CH:19][CH:20]=3)[N:15]([CH3:25])[CH2:14]2)[CH2:12][CH2:11]1)[C:4]1[CH:5]=[CH:6][CH:7]=[CH:8][CH:9]=1. (7) Given the reactants Br[C:2]1[CH:7]=[CH:6][N:5]=[C:4]([C:8]2[N:12]=[C:11]([C:13]3[N:14]=[CH:15][S:16][CH:17]=3)[N:10]([CH2:18][C:19]3[CH:24]=[CH:23][CH:22]=[CH:21][C:20]=3[F:25])[N:9]=2)[CH:3]=1.[OH-].[NH4+:27], predict the reaction product. The product is: [F:25][C:20]1[CH:21]=[CH:22][CH:23]=[CH:24][C:19]=1[CH2:18][N:10]1[C:11]([C:13]2[N:14]=[CH:15][S:16][CH:17]=2)=[N:12][C:8]([C:4]2[CH:3]=[C:2]([NH2:27])[CH:7]=[CH:6][N:5]=2)=[N:9]1. (8) Given the reactants [CH2:1]([O:3][C:4](=[O:13])[CH2:5][C:6]1[CH:7]=[N:8][CH:9]=[C:10](Br)[CH:11]=1)[CH3:2].[F:14][C:15]1[CH:16]=[CH:17][C:18](B2OC(C)(C)C(C)(C)O2)=[C:19]([CH:22]=1)[CH:20]=[O:21].C(=O)([O-])[O-].[K+].[K+], predict the reaction product. The product is: [CH2:1]([O:3][C:4](=[O:13])[CH2:5][C:6]1[CH:7]=[N:8][CH:9]=[C:10]([C:18]2[CH:17]=[CH:16][C:15]([F:14])=[CH:22][C:19]=2[CH:20]=[O:21])[CH:11]=1)[CH3:2].